From a dataset of Forward reaction prediction with 1.9M reactions from USPTO patents (1976-2016). Predict the product of the given reaction. Given the reactants CS([O:5][CH2:6][CH:7]1[CH2:12][CH2:11][CH2:10][N:9]([C:13]([O:15][C:16]([CH3:19])([CH3:18])[CH3:17])=[O:14])[CH2:8]1)(=O)=O.[F:20][C:21]1[CH:26]=[CH:25][C:24]([C:27]2[C:28]([O:36][CH2:37][C:38]3[CH:43]=[CH:42][CH:41]=[CH:40][CH:39]=3)=[CH:29][CH:30]=[C:31]([CH2:33][CH2:34]O)[CH:32]=2)=[CH:23][CH:22]=1.C(=O)([O-])[O-].[K+].[K+].[I-].[K+], predict the reaction product. The product is: [CH2:33]([C:31]1[CH:32]=[C:27]([C:24]2[CH:25]=[CH:26][C:21]([F:20])=[CH:22][CH:23]=2)[C:28]([O:36][CH2:37][C:38]2[CH:43]=[CH:42][CH:41]=[CH:40][CH:39]=2)=[CH:29][C:30]=1[O:5][CH2:6][CH:7]1[CH2:12][CH2:11][CH2:10][N:9]([C:13]([O:15][C:16]([CH3:19])([CH3:18])[CH3:17])=[O:14])[CH2:8]1)[CH3:34].